This data is from Full USPTO retrosynthesis dataset with 1.9M reactions from patents (1976-2016). The task is: Predict the reactants needed to synthesize the given product. (1) Given the product [CH3:23][C:24]([CH2:25][CH2:26][NH:55][C@H:50]([C:48]([NH:47][C@H:39]([C:37]([O:36][CH3:35])=[O:38])[CH2:40][C:41]1[CH:42]=[CH:43][CH:44]=[CH:45][CH:46]=1)=[O:49])[CH2:51][C:52]([OH:54])=[O:53])([CH3:29])[CH3:28], predict the reactants needed to synthesize it. The reactants are: C(C1OC(CC(C)(C)C)OC(CC(C)(C)C)O1)C(C)(C)C.Cl.[CH3:23][C:24]([CH3:29])([CH3:28])[CH2:25][CH:26]=O.C(=O)(O)[O-].[Na+].[CH3:35][O:36][C:37]([C@@H:39]([NH:47][C:48]([C@@H:50]([NH2:55])[CH2:51][C:52]([OH:54])=[O:53])=[O:49])[CH2:40][C:41]1[CH:42]=[CH:43][CH:44]=[CH:45][CH:46]=1)=[O:38]. (2) The reactants are: [F:1][CH:2]1[CH2:6][CH2:5][N:4]([CH2:7][CH2:8][O:9][C:10]2[CH:15]=[CH:14][C:13]([N+:16]([O-])=O)=[CH:12][C:11]=2[O:19][CH3:20])[CH2:3]1.[Cl:21][C:22]1[CH:27]=[CH:26][C:25]([C:28]2[S:32][C:31]([C:33](OC)=[O:34])=[C:30](/[N:37]=[CH:38]/N(C)C)[CH:29]=2)=[CH:24][CH:23]=1.C1(O)C=CC=CC=1. Given the product [Cl:21][C:22]1[CH:23]=[CH:24][C:25]([C:28]2[S:32][C:31]3[C:33](=[O:34])[N:16]([C:13]4[CH:14]=[CH:15][C:10]([O:9][CH2:8][CH2:7][N:4]5[CH2:5][CH2:6][CH:2]([F:1])[CH2:3]5)=[C:11]([O:19][CH3:20])[CH:12]=4)[CH:38]=[N:37][C:30]=3[CH:29]=2)=[CH:26][CH:27]=1, predict the reactants needed to synthesize it.